Dataset: Catalyst prediction with 721,799 reactions and 888 catalyst types from USPTO. Task: Predict which catalyst facilitates the given reaction. (1) Reactant: CCN(C(C)C)C(C)C.[F:10][CH2:11][CH2:12][N:13]1[CH:18]=[C:17]([C:19]2[CH:24]=[CH:23][CH:22]=[CH:21][CH:20]=2)[C:16](=[O:25])[C:15]([C:26]([OH:28])=O)=[CH:14]1.CCOC(C(C#N)=NOC(N1CCOCC1)=[N+](C)C)=O.F[P-](F)(F)(F)(F)F.[NH2:56][C:57]1[CH:62]=[CH:61][C:60]([C:63]2[C:64]([NH2:85])=[N:65][CH:66]=[C:67]([C:69]3[CH:74]=[CH:73][C:72]([O:75][CH2:76][C@H:77]4[CH2:82][O:81][CH2:80][CH2:79][O:78]4)=[C:71]([O:83][CH3:84])[CH:70]=3)[CH:68]=2)=[CH:59][CH:58]=1. Product: [NH2:85][C:64]1[C:63]([C:60]2[CH:59]=[CH:58][C:57]([NH:56][C:26]([C:15]3[C:16](=[O:25])[C:17]([C:19]4[CH:20]=[CH:21][CH:22]=[CH:23][CH:24]=4)=[CH:18][N:13]([CH2:12][CH2:11][F:10])[CH:14]=3)=[O:28])=[CH:62][CH:61]=2)=[CH:68][C:67]([C:69]2[CH:74]=[CH:73][C:72]([O:75][CH2:76][C@H:77]3[CH2:82][O:81][CH2:80][CH2:79][O:78]3)=[C:71]([O:83][CH3:84])[CH:70]=2)=[CH:66][N:65]=1. The catalyst class is: 18. (2) Reactant: C([Li])CCC.Br[C:7]1[CH:16]=[CH:15][C:14]2[C:9](=[CH:10][CH:11]=[C:12]([O:17][CH3:18])[CH:13]=2)[CH:8]=1.CN([CH:22]=[O:23])C. Product: [CH3:18][O:17][C:12]1[CH:13]=[C:14]2[C:9](=[CH:10][CH:11]=1)[CH:8]=[C:7]([CH:22]=[O:23])[CH:16]=[CH:15]2. The catalyst class is: 27. (3) Reactant: [OH:1][C:2]1[N:6]([C:7]2[CH:12]=[CH:11][C:10]([C:13]([F:16])([F:15])[F:14])=[CH:9][N:8]=2)[N:5]=[C:4]([CH3:17])[C:3]=1[C:18](=[N:20][NH:21][C:22]([C:24]1[CH:33]=[CH:32][C:27]([C:28]([O:30]C)=[O:29])=[CH:26][CH:25]=1)=[O:23])[CH3:19].[OH-].[Na+].Cl. Product: [CH3:17][C:4]1[C:3](=[C:18]([NH:20][NH:21][C:22]([C:24]2[CH:25]=[CH:26][C:27]([C:28]([OH:30])=[O:29])=[CH:32][CH:33]=2)=[O:23])[CH3:19])[C:2](=[O:1])[N:6]([C:7]2[CH:12]=[CH:11][C:10]([C:13]([F:16])([F:15])[F:14])=[CH:9][N:8]=2)[N:5]=1. The catalyst class is: 5. (4) Reactant: CC1(C)[O:6][CH:5]([CH2:7][O:8][C:9]2[CH:10]=[C:11]([NH:15][C:16]([C:18]3[C:19]4[N:20]([CH:24]=[C:25]([C:27]5[CH:32]=[CH:31][CH:30]=[C:29]([C:33]([F:36])([F:35])[F:34])[CH:28]=5)[N:26]=4)[CH:21]=[CH:22][CH:23]=3)=[O:17])[CH:12]=[CH:13][CH:14]=2)[CH2:4][O:3]1. Product: [OH:6][CH:5]([CH2:4][OH:3])[CH2:7][O:8][C:9]1[CH:10]=[C:11]([NH:15][C:16]([C:18]2[C:19]3[N:20]([CH:24]=[C:25]([C:27]4[CH:32]=[CH:31][CH:30]=[C:29]([C:33]([F:35])([F:36])[F:34])[CH:28]=4)[N:26]=3)[CH:21]=[CH:22][CH:23]=2)=[O:17])[CH:12]=[CH:13][CH:14]=1. The catalyst class is: 240. (5) The catalyst class is: 20. Reactant: C[O:2][C:3](=[O:26])[CH2:4][NH:5][C:6]1[O:7][C:8]([C:11]2[CH:16]=[CH:15][N:14]=[CH:13][C:12]=2[NH:17][C:18]2[CH:23]=[CH:22][C:21]([I:24])=[CH:20][C:19]=2[F:25])=[N:9][N:10]=1.[Li+].[OH-]. Product: [F:25][C:19]1[CH:20]=[C:21]([I:24])[CH:22]=[CH:23][C:18]=1[NH:17][C:12]1[CH:13]=[N:14][CH:15]=[CH:16][C:11]=1[C:8]1[O:7][C:6]([NH:5][CH2:4][C:3]([OH:26])=[O:2])=[N:10][N:9]=1.